From a dataset of Full USPTO retrosynthesis dataset with 1.9M reactions from patents (1976-2016). Predict the reactants needed to synthesize the given product. (1) Given the product [F:12][C:10]1[CH:9]=[C:8]([F:13])[CH:7]=[C:6]2[C:11]=1[C:2]([NH:40][C:36]1[CH:37]=[N:38][CH:39]=[C:34]([N:31]3[CH2:32][CH2:33][O:28][CH2:29][CH2:30]3)[CH:35]=1)=[C:3]([CH3:27])[C:4]([C:14]1[CH:15]=[C:16]([C:24](=[O:26])[CH3:25])[CH:17]=[CH:18][C:19]=1[S:20]([CH3:23])(=[O:21])=[O:22])=[N:5]2, predict the reactants needed to synthesize it. The reactants are: Cl[C:2]1[C:11]2[C:6](=[CH:7][C:8]([F:13])=[CH:9][C:10]=2[F:12])[N:5]=[C:4]([C:14]2[CH:15]=[C:16]([C:24](=[O:26])[CH3:25])[CH:17]=[CH:18][C:19]=2[S:20]([CH3:23])(=[O:22])=[O:21])[C:3]=1[CH3:27].[O:28]1[CH2:33][CH2:32][N:31]([C:34]2[CH:35]=[C:36]([NH2:40])[CH:37]=[N:38][CH:39]=2)[CH2:30][CH2:29]1. (2) Given the product [F:28][C:29]1[CH:37]=[CH:36][C:32]([C:33]([N:8]2[CH2:7][CH2:6][C:5]3[C:10](=[CH:11][CH:12]=[C:3]([O:2][CH3:1])[CH:4]=3)[CH:9]2[CH2:13][C:14]2[CH:19]=[CH:18][C:17]([O:20][CH2:21][C:22]3[CH:27]=[CH:26][CH:25]=[CH:24][CH:23]=3)=[CH:16][CH:15]=2)=[O:34])=[CH:31][CH:30]=1, predict the reactants needed to synthesize it. The reactants are: [CH3:1][O:2][C:3]1[CH:4]=[C:5]2[C:10](=[CH:11][CH:12]=1)[CH:9]([CH2:13][C:14]1[CH:19]=[CH:18][C:17]([O:20][CH2:21][C:22]3[CH:27]=[CH:26][CH:25]=[CH:24][CH:23]=3)=[CH:16][CH:15]=1)[NH:8][CH2:7][CH2:6]2.[F:28][C:29]1[CH:37]=[CH:36][C:32]([C:33](Cl)=[O:34])=[CH:31][CH:30]=1. (3) Given the product [CH:1]1([CH2:4][N:5]([CH2:18][CH2:19][O:20][C:25]2[CH:26]=[CH:27][C:22]([F:21])=[CH:23][CH:24]=2)[C:6]2[CH:13]=[CH:12][C:9]([C:10]#[N:11])=[C:8]([C:14]([F:16])([F:17])[F:15])[CH:7]=2)[CH2:2][CH2:3]1, predict the reactants needed to synthesize it. The reactants are: [CH:1]1([CH2:4][N:5]([CH2:18][CH2:19][OH:20])[C:6]2[CH:13]=[CH:12][C:9]([C:10]#[N:11])=[C:8]([C:14]([F:17])([F:16])[F:15])[CH:7]=2)[CH2:3][CH2:2]1.[F:21][C:22]1[CH:27]=[CH:26][C:25](O)=[CH:24][CH:23]=1. (4) Given the product [C:1]([C:5]1[N:10]=[CH:9][C:8]([C:11]2[N:12]([C:32]([N:34]3[CH2:35][CH2:36][CH:37]([CH2:40][C:41]([NH:52][CH2:51][CH2:50][CH2:49][CH2:48][CH3:47])=[O:43])[CH2:38][CH2:39]3)=[O:33])[C@@:13]([C:25]3[CH:30]=[CH:29][C:28]([Cl:31])=[CH:27][CH:26]=3)([CH3:24])[C@@:14]([C:17]3[CH:22]=[CH:21][C:20]([Cl:23])=[CH:19][CH:18]=3)([CH3:16])[N:15]=2)=[C:7]([O:44][CH2:45][CH3:46])[CH:6]=1)([CH3:3])([CH3:2])[CH3:4], predict the reactants needed to synthesize it. The reactants are: [C:1]([C:5]1[N:10]=[CH:9][C:8]([C:11]2[N:12]([C:32]([N:34]3[CH2:39][CH2:38][CH:37]([CH2:40][C:41]([OH:43])=O)[CH2:36][CH2:35]3)=[O:33])[C@@:13]([C:25]3[CH:30]=[CH:29][C:28]([Cl:31])=[CH:27][CH:26]=3)([CH3:24])[C@@:14]([C:17]3[CH:22]=[CH:21][C:20]([Cl:23])=[CH:19][CH:18]=3)([CH3:16])[N:15]=2)=[C:7]([O:44][CH2:45][CH3:46])[CH:6]=1)([CH3:4])([CH3:3])[CH3:2].[CH3:47][CH2:48][CH2:49][CH2:50][CH2:51][NH2:52]. (5) Given the product [F:1][C:2]1[CH:3]=[C:4]2[C:8](=[CH:9][CH:10]=1)[NH:7][CH2:6][CH2:5]2, predict the reactants needed to synthesize it. The reactants are: [F:1][C:2]1[CH:3]=[C:4]2[C:8](=[CH:9][CH:10]=1)[NH:7][CH:6]=[CH:5]2.[BH3-]C#N.[Na+]. (6) The reactants are: [C:1]([C:3]1[CH:8]=[CH:7][C:6]([C:9]2[N:13]3[CH:14]=[C:15]([C:18]4[CH:40]=[CH:39][C:21]([C:22]([N:24]5[CH2:29][CH2:28][C:27]([NH:31]C(=O)OC(C)(C)C)([CH3:30])[CH2:26][CH2:25]5)=[O:23])=[C:20]([F:41])[CH:19]=4)[N:16]=[CH:17][C:12]3=[N:11][CH:10]=2)=[CH:5][CH:4]=1)#[N:2]. Given the product [NH2:31][C:27]1([CH3:30])[CH2:26][CH2:25][N:24]([C:22]([C:21]2[CH:39]=[CH:40][C:18]([C:15]3[N:16]=[CH:17][C:12]4[N:13]([C:9]([C:6]5[CH:7]=[CH:8][C:3]([C:1]#[N:2])=[CH:4][CH:5]=5)=[CH:10][N:11]=4)[CH:14]=3)=[CH:19][C:20]=2[F:41])=[O:23])[CH2:29][CH2:28]1, predict the reactants needed to synthesize it. (7) The reactants are: Cl[C:2]1[CH:3]=[C:4]([S:9]([NH:12][C:13]2[N:14]=[N:15][C:16]([Cl:20])=[CH:17][C:18]=2[OH:19])(=[O:11])=[O:10])[CH:5]=[C:6]([Cl:8])[CH:7]=1.[Cl:21]C1C=C(S(Cl)(=O)=O)C=CC=1Cl.ClC1C=C(S(Cl)(=O)=O)C=C(Cl)C=1. Given the product [Cl:8][C:6]1[CH:5]=[C:4]([S:9]([NH:12][C:13]2[N:14]=[N:15][C:16]([Cl:20])=[CH:17][C:18]=2[OH:19])(=[O:11])=[O:10])[CH:3]=[CH:2][C:7]=1[Cl:21], predict the reactants needed to synthesize it. (8) Given the product [CH:30]1[C:31]2[N:32]([C:2]3[CH:7]=[CH:6][C:5]([C:8]4[O:9][C:10]([C:13]5[CH:18]=[CH:17][CH:16]=[C:15]([O:19][CH3:20])[CH:14]=5)=[N:11][N:12]=4)=[CH:4][CH:3]=3)[C:33]3[C:25](=[CH:24][CH:23]=[CH:22][CH:21]=3)[C:26]=2[CH:27]=[CH:28][CH:29]=1, predict the reactants needed to synthesize it. The reactants are: I[C:2]1[CH:7]=[CH:6][C:5]([C:8]2[O:9][C:10]([C:13]3[CH:18]=[CH:17][CH:16]=[C:15]([O:19][CH3:20])[CH:14]=3)=[N:11][N:12]=2)=[CH:4][CH:3]=1.[CH:21]1[C:33]2[NH:32][C:31]3[C:26](=[CH:27][CH:28]=[CH:29][CH:30]=3)[C:25]=2[CH:24]=[CH:23][CH:22]=1.C(=O)([O-])[O-].[K+].[K+]. (9) Given the product [CH2:1]([O:3][C:4]1[CH:5]=[C:6]([C:10]2[CH:11]=[C:12]3[C:13]([CH2:16][C:17](=[O:18])[NH:20]3)=[CH:14][CH:15]=2)[CH:7]=[CH:8][CH:9]=1)[CH3:2], predict the reactants needed to synthesize it. The reactants are: [CH2:1]([O:3][C:4]1[CH:5]=[C:6]([C:10]2[CH:15]=[CH:14][C:13]([CH2:16][C:17](O)=[O:18])=[C:12]([N+:20]([O-])=O)[CH:11]=2)[CH:7]=[CH:8][CH:9]=1)[CH3:2].